Dataset: Forward reaction prediction with 1.9M reactions from USPTO patents (1976-2016). Task: Predict the product of the given reaction. (1) Given the reactants [CH:1]1([CH2:7][CH2:8][CH2:9][C:10]2[CH:16]=[CH:15][C:13]([NH2:14])=[CH:12][CH:11]=2)[CH2:6][CH2:5][CH2:4][CH2:3][CH2:2]1.C(OC([N:24]1[CH2:28][CH2:27][C@H:26]([OH:29])[C@H:25]1[C:30](O)=[O:31])=O)(C)(C)C, predict the reaction product. The product is: [CH:1]1([CH2:7][CH2:8][CH2:9][C:10]2[CH:11]=[CH:12][C:13]([NH:14][C:30]([C@@H:25]3[C@@H:26]([OH:29])[CH2:27][CH2:28][NH:24]3)=[O:31])=[CH:15][CH:16]=2)[CH2:6][CH2:5][CH2:4][CH2:3][CH2:2]1. (2) Given the reactants Br[CH2:2][C:3]1[CH:8]=[C:7]([CH3:9])[CH:6]=[C:5]([O:10][CH3:11])[CH:4]=1.C(=O)([O-])[OH:13].[Na+].O, predict the reaction product. The product is: [CH3:11][O:10][C:5]1[CH:4]=[C:3]([CH2:2][OH:13])[CH:8]=[C:7]([CH3:9])[CH:6]=1. (3) Given the reactants C(OC(=O)C)(=O)C.S(=O)(=O)(O)O.[C:13]([O:16][C:17]1[C:18]([CH3:26])=[C:19]([CH:23]=[CH:24][CH:25]=1)[C:20](O)=[O:21])(=[O:15])[CH3:14].S(Cl)([Cl:29])=O, predict the reaction product. The product is: [C:13]([O:16][C:17]1[C:18]([CH3:26])=[C:19]([CH:23]=[CH:24][CH:25]=1)[C:20]([Cl:29])=[O:21])(=[O:15])[CH3:14]. (4) Given the reactants [C:1]1(=[O:8])[CH:6]=[CH:5]C(=O)C=[CH:2]1.S(=O)(=O)(O)O.[OH2:14].C([O:18][C:19](=[O:21])[CH3:20])(=O)C, predict the reaction product. The product is: [CH3:2][C:1]([CH2:6][C:5]([CH2:20][C:19]([OH:18])=[O:21])=[O:14])=[O:8]. (5) Given the reactants C[O:2][C:3]1[CH:18]=[CH:17][C:6]([O:7][C:8]2[CH:13]=[CH:12][C:11]([C:14](=[O:16])[CH3:15])=[CH:10][CH:9]=2)=[CH:5][CH:4]=1.B(Br)(Br)Br, predict the reaction product. The product is: [OH:2][C:3]1[CH:4]=[CH:5][C:6]([O:7][C:8]2[CH:13]=[CH:12][C:11]([C:14](=[O:16])[CH3:15])=[CH:10][CH:9]=2)=[CH:17][CH:18]=1. (6) Given the reactants [CH:1]([C:4]1[CH:12]=[C:11]([CH:13]([CH3:15])[CH3:14])[CH:10]=[C:6]([C:7](O)=[O:8])[C:5]=1[OH:16])([CH3:3])[CH3:2].ClCCl.C(Cl)(=O)C(Cl)=O.C[N:27](C=O)C, predict the reaction product. The product is: [CH:1]([C:4]1[CH:12]=[C:11]([CH:13]([CH3:15])[CH3:14])[CH:10]=[C:6]([C:7]([NH2:27])=[O:8])[C:5]=1[OH:16])([CH3:3])[CH3:2].